Dataset: M1 muscarinic receptor agonist screen with 61,833 compounds. Task: Binary Classification. Given a drug SMILES string, predict its activity (active/inactive) in a high-throughput screening assay against a specified biological target. (1) The drug is S(=O)(=O)(Cc1nc(oc1C)c1c(cccc1)C)CC(=O)NCc1ccccc1. The result is 0 (inactive). (2) The compound is Clc1c(OC)cc(S(=O)(=O)N2CCCCCC2)cc1. The result is 0 (inactive). (3) The compound is Clc1nc2sccn2c1C(=O)Nc1cc(cc(c1)C(OC)=O)C(OC)=O. The result is 0 (inactive). (4) The drug is S(c1n(CCC#N)c(=O)c(nn1)C)CCC#N. The result is 0 (inactive). (5) The compound is s1c2nc(n(N)c(=O)c2c(c2ccccc2)c1)CC. The result is 0 (inactive). (6) The drug is O=c1nc(n(c(c1c1ccccc1)C)CC(OC)=O)C. The result is 0 (inactive). (7) The molecule is OC1CCN(CC1)Cc1ccc(OCCCC)cc1. The result is 0 (inactive). (8) The molecule is O(C(=O)c1c2nc3c(nc2n(c1N)CC=C)cccc3)CCC. The result is 0 (inactive).